Dataset: Peptide-MHC class II binding affinity with 134,281 pairs from IEDB. Task: Regression. Given a peptide amino acid sequence and an MHC pseudo amino acid sequence, predict their binding affinity value. This is MHC class II binding data. (1) The peptide sequence is FKVAATAAATAPADD. The MHC is HLA-DQA10501-DQB10301 with pseudo-sequence HLA-DQA10501-DQB10301. The binding affinity (normalized) is 0.754. (2) The peptide sequence is EKKYFAATQFSPLAA. The MHC is HLA-DPA10301-DPB10402 with pseudo-sequence HLA-DPA10301-DPB10402. The binding affinity (normalized) is 0.878. (3) The peptide sequence is AYVSRLLDDLVIV. The MHC is HLA-DQA10101-DQB10501 with pseudo-sequence HLA-DQA10101-DQB10501. The binding affinity (normalized) is 0.498. (4) The peptide sequence is LSNCVHPAVEHRSRM. The MHC is DRB1_0101 with pseudo-sequence DRB1_0101. The binding affinity (normalized) is 0.274.